Regression. Given two drug SMILES strings and cell line genomic features, predict the synergy score measuring deviation from expected non-interaction effect. From a dataset of NCI-60 drug combinations with 297,098 pairs across 59 cell lines. (1) Drug 1: C1C(C(OC1N2C=NC3=C(N=C(N=C32)Cl)N)CO)O. Drug 2: CC1CCC2CC(C(=CC=CC=CC(CC(C(=O)C(C(C(=CC(C(=O)CC(OC(=O)C3CCCCN3C(=O)C(=O)C1(O2)O)C(C)CC4CCC(C(C4)OC)OCCO)C)C)O)OC)C)C)C)OC. Cell line: CAKI-1. Synergy scores: CSS=32.0, Synergy_ZIP=-0.177, Synergy_Bliss=0.919, Synergy_Loewe=-9.18, Synergy_HSA=0.194. (2) Drug 1: CN1CCC(CC1)COC2=C(C=C3C(=C2)N=CN=C3NC4=C(C=C(C=C4)Br)F)OC. Drug 2: C1=C(C(=O)NC(=O)N1)N(CCCl)CCCl. Cell line: HCT116. Synergy scores: CSS=28.9, Synergy_ZIP=-1.08, Synergy_Bliss=-3.56, Synergy_Loewe=-5.80, Synergy_HSA=-3.96.